From a dataset of Forward reaction prediction with 1.9M reactions from USPTO patents (1976-2016). Predict the product of the given reaction. (1) Given the reactants [Br:1][C:2]1[CH:7]=[CH:6][C:5]([C:8]2[CH:9]=[N:10][CH:11]=[CH:12][CH:13]=2)=[CH:4][CH:3]=1.Cl.[CH3:15][C:16]([O:19][C:20](O[C:20]([O:19][C:16]([CH3:18])([CH3:17])[CH3:15])=[O:21])=[O:21])([CH3:18])[CH3:17].CCN(CC)CC, predict the reaction product. The product is: [Br:1][C:2]1[CH:3]=[CH:4][C:5]([CH:8]2[CH2:13][CH2:12][CH2:11][N:10]([C:20]([O:19][C:16]([CH3:18])([CH3:17])[CH3:15])=[O:21])[CH2:9]2)=[CH:6][CH:7]=1. (2) Given the reactants [C:1]([O:9][CH2:10][CH3:11])(=[O:8])[CH2:2][C:3]([O:5][CH2:6][CH3:7])=[O:4].[CH:12]1[C:17]([CH:18]=O)=[CH:16][C:15]2[O:20][CH2:21][O:22][C:14]=2[CH:13]=1.N1CCCCC1.C(O)(=O)C, predict the reaction product. The product is: [O:22]1[C:14]2[CH:13]=[CH:12][C:17]([CH:18]=[C:2]([C:3]([O:5][CH2:6][CH3:7])=[O:4])[C:1]([O:9][CH2:10][CH3:11])=[O:8])=[CH:16][C:15]=2[O:20][CH2:21]1. (3) Given the reactants [CH3:1][O:2][C:3]1[CH:8]=[CH:7][C:6](Cl)=[CH:5][CH:4]=1.[C:10]([C:13]1[CH:18]=[CH:17][CH:16]=[CH:15][CH:14]=1)(=[O:12])[CH3:11].P, predict the reaction product. The product is: [CH3:1][O:2][C:3]1[CH:8]=[CH:7][C:6]([CH2:11][C:10]([C:13]2[CH:18]=[CH:17][CH:16]=[CH:15][CH:14]=2)=[O:12])=[CH:5][CH:4]=1. (4) Given the reactants [C:1]([O:5][C:6]([NH:8][C@@H:9]([CH2:12][CH3:13])[CH:10]=[O:11])=[O:7])([CH3:4])([CH3:3])[CH3:2].[O:14]1[C:18]2[CH:19]=[CH:20][CH:21]=[CH:22][C:17]=2[N:16]=[CH:15]1, predict the reaction product. The product is: [C:1]([O:5][C:6]([NH:8][C@@H:9]([CH2:12][CH3:13])[CH:10]([C:15]1[O:14][C:18]2[CH:19]=[CH:20][CH:21]=[CH:22][C:17]=2[N:16]=1)[OH:11])=[O:7])([CH3:4])([CH3:3])[CH3:2]. (5) Given the reactants [C:1]12[CH:13]=[CH:12][CH:11]=[CH:10][C:9]=1[S:8][C:7]1[C:2]2=[C:3](O)[N:4]=[CH:5][N:6]=1.O=P(Cl)(Cl)[Cl:17], predict the reaction product. The product is: [Cl:17][C:3]1[N:4]=[CH:5][N:6]=[C:7]2[C:2]=1[C:1]1[CH:13]=[CH:12][CH:11]=[CH:10][C:9]=1[S:8]2. (6) The product is: [CH3:13][N:12]([CH3:14])[C:8]1[C:9]2[C:4](=[CH:3][C:2]([CH:15]=[CH2:16])=[CH:11][CH:10]=2)[CH:5]=[N:6][N:7]=1. Given the reactants Br[C:2]1[CH:3]=[C:4]2[C:9](=[CH:10][CH:11]=1)[C:8]([N:12]([CH3:14])[CH3:13])=[N:7][N:6]=[CH:5]2.[CH2:15]([Sn](CCCC)(CCCC)C=C)[CH2:16]CC, predict the reaction product.